From a dataset of Peptide-MHC class I binding affinity with 185,985 pairs from IEDB/IMGT. Regression. Given a peptide amino acid sequence and an MHC pseudo amino acid sequence, predict their binding affinity value. This is MHC class I binding data. (1) The peptide sequence is GMFTNRFGSQ. The MHC is HLA-A33:01 with pseudo-sequence HLA-A33:01. The binding affinity (normalized) is 0. (2) The peptide sequence is SWHHTSDDF. The MHC is HLA-A02:19 with pseudo-sequence HLA-A02:19. The binding affinity (normalized) is 0.0847. (3) The peptide sequence is RKLLESQGR. The MHC is HLA-B27:05 with pseudo-sequence HLA-B27:05. The binding affinity (normalized) is 0.435. (4) The peptide sequence is KAERKQREAL. The MHC is Mamu-B08 with pseudo-sequence Mamu-B08. The binding affinity (normalized) is 0. (5) The peptide sequence is SSTCSAVTDR. The MHC is HLA-A31:01 with pseudo-sequence HLA-A31:01. The binding affinity (normalized) is 0.555. (6) The peptide sequence is RPEFVKLTM. The MHC is HLA-A03:01 with pseudo-sequence HLA-A03:01. The binding affinity (normalized) is 0.213. (7) The peptide sequence is LTNACELGEW. The MHC is Mamu-B17 with pseudo-sequence Mamu-B17. The binding affinity (normalized) is 0.563. (8) The peptide sequence is SKYAGINIL. The MHC is HLA-A30:01 with pseudo-sequence HLA-A30:01. The binding affinity (normalized) is 0.417. (9) The peptide sequence is IEELREHLL. The MHC is HLA-B35:01 with pseudo-sequence HLA-B35:01. The binding affinity (normalized) is 0.0322.